From a dataset of NCI-60 drug combinations with 297,098 pairs across 59 cell lines. Regression. Given two drug SMILES strings and cell line genomic features, predict the synergy score measuring deviation from expected non-interaction effect. (1) Drug 1: CC(CN1CC(=O)NC(=O)C1)N2CC(=O)NC(=O)C2. Drug 2: C1CN(CCN1C(=O)CCBr)C(=O)CCBr. Cell line: NCI-H322M. Synergy scores: CSS=-0.880, Synergy_ZIP=0.862, Synergy_Bliss=2.91, Synergy_Loewe=-1.74, Synergy_HSA=-0.335. (2) Drug 1: CC1C(C(CC(O1)OC2CC(CC3=C2C(=C4C(=C3O)C(=O)C5=C(C4=O)C(=CC=C5)OC)O)(C(=O)C)O)N)O.Cl. Drug 2: C1CN1P(=S)(N2CC2)N3CC3. Cell line: T-47D. Synergy scores: CSS=0.532, Synergy_ZIP=-8.40, Synergy_Bliss=-12.2, Synergy_Loewe=-17.5, Synergy_HSA=-10.6. (3) Drug 1: CC12CCC3C(C1CCC2=O)CC(=C)C4=CC(=O)C=CC34C. Drug 2: C1=CC(=C2C(=C1NCCNCCO)C(=O)C3=C(C=CC(=C3C2=O)O)O)NCCNCCO. Cell line: U251. Synergy scores: CSS=64.0, Synergy_ZIP=2.19, Synergy_Bliss=1.26, Synergy_Loewe=1.93, Synergy_HSA=4.00. (4) Synergy scores: CSS=-3.40, Synergy_ZIP=0.788, Synergy_Bliss=0.0983, Synergy_Loewe=-3.45, Synergy_HSA=-2.88. Drug 1: COC1=NC(=NC2=C1N=CN2C3C(C(C(O3)CO)O)O)N. Cell line: SF-268. Drug 2: CNC(=O)C1=NC=CC(=C1)OC2=CC=C(C=C2)NC(=O)NC3=CC(=C(C=C3)Cl)C(F)(F)F. (5) Drug 1: C1=NC2=C(N1)C(=S)N=C(N2)N. Drug 2: CS(=O)(=O)CCNCC1=CC=C(O1)C2=CC3=C(C=C2)N=CN=C3NC4=CC(=C(C=C4)OCC5=CC(=CC=C5)F)Cl. Cell line: MALME-3M. Synergy scores: CSS=1.81, Synergy_ZIP=-3.32, Synergy_Bliss=5.46, Synergy_Loewe=1.92, Synergy_HSA=2.41. (6) Synergy scores: CSS=24.0, Synergy_ZIP=-8.96, Synergy_Bliss=-6.45, Synergy_Loewe=-3.61, Synergy_HSA=-3.02. Drug 1: CC1=C(N=C(N=C1N)C(CC(=O)N)NCC(C(=O)N)N)C(=O)NC(C(C2=CN=CN2)OC3C(C(C(C(O3)CO)O)O)OC4C(C(C(C(O4)CO)O)OC(=O)N)O)C(=O)NC(C)C(C(C)C(=O)NC(C(C)O)C(=O)NCCC5=NC(=CS5)C6=NC(=CS6)C(=O)NCCC[S+](C)C)O. Drug 2: C(CC(=O)O)C(=O)CN.Cl. Cell line: M14. (7) Drug 1: CS(=O)(=O)OCCCCOS(=O)(=O)C. Drug 2: CN(C(=O)NC(C=O)C(C(C(CO)O)O)O)N=O. Cell line: MALME-3M. Synergy scores: CSS=-1.38, Synergy_ZIP=0.735, Synergy_Bliss=2.45, Synergy_Loewe=1.92, Synergy_HSA=-0.417.